From a dataset of Peptide-MHC class I binding affinity with 185,985 pairs from IEDB/IMGT. Regression. Given a peptide amino acid sequence and an MHC pseudo amino acid sequence, predict their binding affinity value. This is MHC class I binding data. (1) The peptide sequence is QAWCWFGGK. The MHC is HLA-A31:01 with pseudo-sequence HLA-A31:01. The binding affinity (normalized) is 0.303. (2) The MHC is Mamu-A01 with pseudo-sequence Mamu-A01. The peptide sequence is RLPKTAMLLV. The binding affinity (normalized) is 0.571.